Dataset: Reaction yield outcomes from USPTO patents with 853,638 reactions. Task: Predict the reaction yield, written as a fraction of the theoretical maximum amount of product (1.0 means a 100% yield; for example, 0.34 means a 34% yield). (1) The reactants are Cl.[CH2:2]([O:9][C:10]1[CH:16]=[CH:15][C:13]([NH2:14])=[CH:12][CH:11]=1)[C:3]1[CH:8]=[CH:7][CH:6]=[CH:5][CH:4]=1.[F:17][C:18]1[CH:23]=[CH:22][C:21]([NH:24][C:25]([C:27]2([C:30](O)=[O:31])[CH2:29][CH2:28]2)=[O:26])=[CH:20][CH:19]=1.CCN=C=NCCCN(C)C. The catalyst is C(Cl)Cl. The product is [F:17][C:18]1[CH:19]=[CH:20][C:21]([NH:24][C:25]([C:27]2([C:30]([NH:14][C:13]3[CH:12]=[CH:11][C:10]([O:9][CH2:2][C:3]4[CH:4]=[CH:5][CH:6]=[CH:7][CH:8]=4)=[CH:16][CH:15]=3)=[O:31])[CH2:29][CH2:28]2)=[O:26])=[CH:22][CH:23]=1. The yield is 0.950. (2) The reactants are [C:1]([C:3]1[CH:4]=[C:5]([N:9]2[CH2:18][C@H:17]3[N:13]([CH2:14][CH2:15][CH2:16]3)[C:12]3[N:19]=[C:20]([S:23][CH3:24])[N:21]=[CH:22][C:11]=3[C:10]2=[O:25])[CH:6]=[CH:7][CH:8]=1)#[N:2].[Cl-].[NH4+].[N-:28]=[N+:29]=[N-:30].[Na+]. The catalyst is CN(C=O)C. The product is [CH3:24][S:23][C:20]1[N:21]=[CH:22][C:11]2[C:10](=[O:25])[N:9]([C:5]3[CH:6]=[CH:7][CH:8]=[C:3]([C:1]4[N:28]=[N:29][NH:30][N:2]=4)[CH:4]=3)[CH2:18][C@H:17]3[N:13]([CH2:14][CH2:15][CH2:16]3)[C:12]=2[N:19]=1. The yield is 0.710. (3) The reactants are [CH3:1][O:2][C:3]1[C:8]([C:9]([OH:11])=O)=[CH:7][N:6]=[C:5]([S:12][CH3:13])[N:4]=1.[C:14](Cl)(=[O:18])[C:15](Cl)=O.[Mg+2].[Cl-].[Cl-].C([O-])(=O)[CH2:24][C:25]([O-])=[O:26].C([Mg+2])C. The catalyst is C1(C)C=CC=CC=1.C1COCC1.O.CCOC(C)=O. The product is [CH3:1][O:2][C:3]1[C:8]([C:9](=[O:11])[CH2:24][C:25]([O:18][CH2:14][CH3:15])=[O:26])=[CH:7][N:6]=[C:5]([S:12][CH3:13])[N:4]=1. The yield is 0.520. (4) The reactants are Br[C:2]1[CH:26]=[CH:25][C:5]2[N:6]=[C:7]([NH:9][C:10]([N:12]3[CH2:17][CH2:16][C:15](=[CH:18][C:19]4[CH:24]=[CH:23][CH:22]=[CH:21][N:20]=4)[CH2:14][CH2:13]3)=[O:11])[S:8][C:4]=2[CH:3]=1.[N:27]1[CH:32]=[CH:31][C:30](B(O)O)=[CH:29][CH:28]=1.C(=O)([O-])[O-].[Na+].[Na+].[Cl-].[NH4+]. The catalyst is C(COC)OC.CN(C=O)C.C1C=CC([P]([Pd]([P](C2C=CC=CC=2)(C2C=CC=CC=2)C2C=CC=CC=2)([P](C2C=CC=CC=2)(C2C=CC=CC=2)C2C=CC=CC=2)[P](C2C=CC=CC=2)(C2C=CC=CC=2)C2C=CC=CC=2)(C2C=CC=CC=2)C2C=CC=CC=2)=CC=1. The product is [N:27]1[CH:32]=[CH:31][C:30]([C:2]2[CH:26]=[CH:25][C:5]3[N:6]=[C:7]([NH:9][C:10]([N:12]4[CH2:17][CH2:16][C:15](=[CH:18][C:19]5[CH:24]=[CH:23][CH:22]=[CH:21][N:20]=5)[CH2:14][CH2:13]4)=[O:11])[S:8][C:4]=3[CH:3]=2)=[CH:29][CH:28]=1. The yield is 0.170.